Dataset: Reaction yield outcomes from USPTO patents with 853,638 reactions. Task: Predict the reaction yield, written as a fraction of the theoretical maximum amount of product (1.0 means a 100% yield; for example, 0.34 means a 34% yield). (1) The reactants are [NH:1]([C:66]([CH3:68])=[O:67])[CH2:2][C:3]([NH:5][C@H:6]([C:13]([NH:15][CH2:16][C:17]([NH:19][C@H:20]([C:45]([NH:47][C@H:48]([C:55]([NH:57][C@H:58]([C:63]([OH:65])=[O:64])[CH2:59][CH2:60][CH2:61][CH3:62])=[O:56])[CH2:49][O:50]C(C)(C)C)=[O:46])[CH2:21][CH2:22][CH2:23][NH:24][C:25](=[NH:44])[NH:26]S(C1C(C)=C2C(OC(C2)(C)C)=C(C)C=1C)(=O)=O)=[O:18])=[O:14])[CH2:7][O:8]C(C)(C)C)=[O:4]. The catalyst is C(O)(C(F)(F)F)=O.O. The product is [NH:1]([C:66]([CH3:68])=[O:67])[CH2:2][C:3]([NH:5][C@H:6]([C:13]([NH:15][CH2:16][C:17]([NH:19][C@H:20]([C:45]([NH:47][C@H:48]([C:55]([NH:57][C@H:58]([C:63]([OH:65])=[O:64])[CH2:59][CH2:60][CH2:61][CH3:62])=[O:56])[CH2:49][OH:50])=[O:46])[CH2:21][CH2:22][CH2:23][NH:24][C:25](=[NH:26])[NH2:44])=[O:18])=[O:14])[CH2:7][OH:8])=[O:4]. The yield is 0.560. (2) The reactants are [Cl:1][C:2]1[N:7]=[C:6]([O:8][C:9]2[CH:14]=[CH:13][C:12]([O:15][CH3:16])=[CH:11][C:10]=2[Cl:17])[CH:5]=[C:4](Cl)[N:3]=1.O.Cl.Cl.[NH2:22][CH2:23][C:24]1[NH:25][C:26]2[CH:32]=[CH:31][CH:30]=[CH:29][C:27]=2[N:28]=1.C(N(CC)CC)C.O. The catalyst is CN(C=O)C. The product is [Cl:1][C:2]1[N:7]=[C:6]([O:8][C:9]2[CH:14]=[CH:13][C:12]([O:15][CH3:16])=[CH:11][C:10]=2[Cl:17])[CH:5]=[C:4]([NH:22][CH2:23][C:24]2[NH:25][C:26]3[CH:32]=[CH:31][CH:30]=[CH:29][C:27]=3[N:28]=2)[N:3]=1. The yield is 0.780. (3) The reactants are [C:1]1([NH:7][C:8]2[CH:13]=[CH:12][CH:11]=[CH:10][CH:9]=2)[CH:6]=[CH:5][CH:4]=[CH:3][CH:2]=1.[CH3:14][C:15]([CH3:18])([O-])[CH3:16].[Na+].[C:20]1([CH3:26])[CH:25]=[CH:24][CH:23]=[CH:22][CH:21]=1. The catalyst is C(P(C(C)(C)C)C(C)(C)C)(C)(C)C.C([O-])(=O)C.[Pd+2].C([O-])(=O)C. The product is [CH:14]1[C:25]2[C:20](=[CH:21][CH:22]=[CH:23][CH:24]=2)[CH:26]=[CH:16][C:15]=1[C:18]1[C:6]2[C:1](=[CH:2][CH:3]=[CH:4][CH:5]=2)[C:26]([N:7]([C:1]2[CH:2]=[CH:3][CH:4]=[CH:5][CH:6]=2)[C:8]2[CH:9]=[CH:10][CH:11]=[CH:12][CH:13]=2)=[C:20]2[C:25]=1[CH:24]=[CH:23][CH:22]=[CH:21]2. The yield is 0.990. (4) The reactants are [N:1]1[CH:6]=[CH:5][C:4]([CH3:7])=[CH:3][C:2]=1[CH3:8].ClC1C=C(C=CC=1)C(OO)=[O:14].S([O-])(O)=O.[Na+]. The catalyst is C(Cl)Cl. The product is [CH3:8][C:2]1[CH:3]=[C:4]([CH3:7])[CH:5]=[CH:6][N+:1]=1[O-:14]. The yield is 0.669. (5) The product is [CH3:12][P:2]([C:3]1[CH:8]=[CH:7][C:6]([NH2:9])=[CH:5][CH:4]=1)([CH3:1])=[O:13]. The yield is 0.860. The catalyst is CO.[Pd]. The reactants are [CH3:1][P:2](=[O:13])([CH3:12])[C:3]1[CH:8]=[CH:7][C:6]([N+:9]([O-])=O)=[CH:5][CH:4]=1. (6) The reactants are [F:1][C:2]1[CH:7]=[CH:6][C:5]([C:8]([C:10]2[CH:15]=[CH:14][C:13]([F:16])=[CH:12][CH:11]=2)=O)=[CH:4][CH:3]=1.[OH:17][CH2:18][CH2:19][O:20][CH2:21][CH2:22][O:23][C:24]1[CH:25]=[C:26]([C:30](=O)[CH2:31][CH2:32][CH2:33][CH3:34])[CH:27]=[CH:28][CH:29]=1. No catalyst specified. The product is [CH2:31]([C:30]([C:26]1[CH:25]=[C:24]([O:23][CH2:22][CH2:21][O:20][CH2:19][CH2:18][OH:17])[CH:29]=[CH:28][CH:27]=1)=[C:8]([C:10]1[CH:15]=[CH:14][C:13]([F:16])=[CH:12][CH:11]=1)[C:5]1[CH:6]=[CH:7][C:2]([F:1])=[CH:3][CH:4]=1)[CH2:32][CH2:33][CH3:34]. The yield is 0.770. (7) The reactants are [F:1][C:2]1[CH:7]=[C:6]([F:8])[CH:5]=[CH:4][C:3]=1[CH2:9][NH:10][C:11]([C:13]1[C:14](=[O:38])[C:15]([O:30]CC2C=CC=CC=2)=[C:16]2[C:21](=[O:22])[N:20]3[CH2:23][C@@H:24]4[CH2:28][CH2:27][CH2:26][N:25]4[C@H:19]3[CH2:18][N:17]2[CH:29]=1)=[O:12]. The yield is 0.380. The product is [F:1][C:2]1[CH:7]=[C:6]([F:8])[CH:5]=[CH:4][C:3]=1[CH2:9][NH:10][C:11]([C:13]1[C:14](=[O:38])[C:15]([OH:30])=[C:16]2[C:21](=[O:22])[N:20]3[CH2:23][C@@H:24]4[CH2:28][CH2:27][CH2:26][N:25]4[C@H:19]3[CH2:18][N:17]2[CH:29]=1)=[O:12]. The catalyst is CO.[Pd].